Dataset: Reaction yield outcomes from USPTO patents with 853,638 reactions. Task: Predict the reaction yield, written as a fraction of the theoretical maximum amount of product (1.0 means a 100% yield; for example, 0.34 means a 34% yield). The reactants are [OH:1][CH2:2][C:3]1([C:16]([O:18][CH3:19])=[O:17])[O:8][CH2:7][CH2:6][N:5]([C:9]([O:11][C:12]([CH3:15])([CH3:14])[CH3:13])=[O:10])[CH2:4]1.[C:20]1([CH3:30])[CH:25]=[CH:24][C:23]([S:26](Cl)(=[O:28])=[O:27])=[CH:22][CH:21]=1.O. The catalyst is N1C=CC=CC=1. The product is [S:26]([O:1][CH2:2][C:3]1([C:16]([O:18][CH3:19])=[O:17])[O:8][CH2:7][CH2:6][N:5]([C:9]([O:11][C:12]([CH3:14])([CH3:15])[CH3:13])=[O:10])[CH2:4]1)([C:23]1[CH:24]=[CH:25][C:20]([CH3:30])=[CH:21][CH:22]=1)(=[O:28])=[O:27]. The yield is 0.800.